From a dataset of NCI-60 drug combinations with 297,098 pairs across 59 cell lines. Regression. Given two drug SMILES strings and cell line genomic features, predict the synergy score measuring deviation from expected non-interaction effect. Drug 1: CC=C1C(=O)NC(C(=O)OC2CC(=O)NC(C(=O)NC(CSSCCC=C2)C(=O)N1)C(C)C)C(C)C. Drug 2: C1C(C(OC1N2C=NC3=C2NC=NCC3O)CO)O. Cell line: SNB-19. Synergy scores: CSS=3.95, Synergy_ZIP=2.88, Synergy_Bliss=2.28, Synergy_Loewe=-50.9, Synergy_HSA=-3.26.